Dataset: Catalyst prediction with 721,799 reactions and 888 catalyst types from USPTO. Task: Predict which catalyst facilitates the given reaction. (1) Reactant: [Br:1][C:2]1[CH:3]=[C:4]([CH:12]([CH2:16][CH:17]2[CH2:21][CH2:20][CH2:19][CH2:18]2)[C:13]([OH:15])=O)[CH:5]=[CH:6][C:7]=1[S:8]([CH3:11])(=[O:10])=[O:9].C1(P(C2C=CC=CC=2)C2C=CC=CC=2)C=CC=CC=1.BrN1C(=O)CCC1=O.[NH2:49][C:50]1[CH:55]=[N:54][CH:53]=[CH:52][N:51]=1. Product: [Br:1][C:2]1[CH:3]=[C:4]([CH:12]([CH2:16][CH:17]2[CH2:21][CH2:20][CH2:19][CH2:18]2)[C:13]([NH:49][C:50]2[CH:55]=[N:54][CH:53]=[CH:52][N:51]=2)=[O:15])[CH:5]=[CH:6][C:7]=1[S:8]([CH3:11])(=[O:9])=[O:10]. The catalyst class is: 2. (2) Reactant: [CH2:1]([N:5]1[C:14]2[CH2:13][CH2:12][CH2:11][CH2:10][C:9]=2[CH:8]=[C:7](C(O)=O)[C:6]1=[O:18])[CH2:2][CH2:3][CH3:4].S(Cl)(Cl)=O.[N-]=[N+]=[N-].[Na+].[CH2:27]([OH:34])[C:28]1[CH:33]=[CH:32][CH:31]=[CH:30][CH:29]=1.C[N:36]([CH:38]=[O:39])C. Product: [CH2:27]([O:34][C:38](=[O:39])[NH:36][C:7]1[C:6](=[O:18])[N:5]([CH2:1][CH2:2][CH2:3][CH3:4])[C:14]2[CH2:13][CH2:12][CH2:11][CH2:10][C:9]=2[CH:8]=1)[C:28]1[CH:33]=[CH:32][CH:31]=[CH:30][CH:29]=1. The catalyst class is: 93. (3) Reactant: [Br:1][C:2]1[CH:3]=[C:4]([CH:7]=[C:8]([Br:11])[C:9]=1[OH:10])[CH:5]=[O:6].Br[CH2:13][C:14]1[CH:19]=[CH:18][CH:17]=[C:16]([O:20][CH3:21])[CH:15]=1.C(=O)([O-])[O-].[K+].[K+].[I-].[K+]. Product: [Br:1][C:2]1[CH:3]=[C:4]([CH:7]=[C:8]([Br:11])[C:9]=1[O:10][CH2:13][C:14]1[CH:19]=[CH:18][CH:17]=[C:16]([O:20][CH3:21])[CH:15]=1)[CH:5]=[O:6]. The catalyst class is: 8. (4) Reactant: [F:1][CH:2]1[CH2:8][N:7]([C:9]([O:11][C:12]([CH3:15])([CH3:14])[CH3:13])=[O:10])[CH2:6][CH2:5][CH:4](C(OCC)=O)[C:3]1=[O:21].O.[Li+].[Cl-]. Product: [F:1][CH:2]1[C:3](=[O:21])[CH2:4][CH2:5][CH2:6][N:7]([C:9]([O:11][C:12]([CH3:15])([CH3:14])[CH3:13])=[O:10])[CH2:8]1. The catalyst class is: 16. (5) Reactant: [CH:1]1([C:5]2[NH:13][C:12]3[C:11](=[O:14])[NH:10][C:9](=S)[N:8]([CH2:16][CH2:17][CH2:18][CH2:19][CH3:20])[C:7]=3[N:6]=2)[CH2:4][CH2:3][CH2:2]1.[NH2:21][NH2:22]. Product: [CH:1]1([C:5]2[NH:13][C:12]3[C:11](=[O:14])[NH:10]/[C:9](=[N:21]\[NH2:22])/[N:8]([CH2:16][CH2:17][CH2:18][CH2:19][CH3:20])[C:7]=3[N:6]=2)[CH2:4][CH2:3][CH2:2]1. The catalyst class is: 6.